This data is from Reaction yield outcomes from USPTO patents with 853,638 reactions. The task is: Predict the reaction yield, written as a fraction of the theoretical maximum amount of product (1.0 means a 100% yield; for example, 0.34 means a 34% yield). (1) The reactants are [BH4-].[Na+].[CH3:15][C:14]([O:13][C:11](O[C:11]([O:13][C:14]([CH3:17])([CH3:16])[CH3:15])=[O:12])=[O:12])([CH3:17])[CH3:16].[CH3:18][C:19]([Si:22]([CH3:41])([CH3:40])[O:23][CH2:24][C:25]1[CH:26]=[C:27]([C:31]2[CH:36]=[C:35]([F:37])[CH:34]=[C:33]([C:38]#[N:39])[CH:32]=2)[CH:28]=[CH:29][CH:30]=1)([CH3:21])[CH3:20]. The catalyst is C(O)C.Cl[Ni]Cl. The product is [CH3:21][C:19]([Si:22]([CH3:41])([CH3:40])[O:23][CH2:24][C:25]1[CH:26]=[C:27]([C:31]2[CH:36]=[C:35]([F:37])[CH:34]=[C:33]([CH2:38][NH:39][C:11](=[O:12])[O:13][C:14]([CH3:15])([CH3:16])[CH3:17])[CH:32]=2)[CH:28]=[CH:29][CH:30]=1)([CH3:18])[CH3:20]. The yield is 0.320. (2) The reactants are [O:1]1[CH2:5][CH2:4][CH2:3][C@@H:2]1[CH2:6]O.[NH:8]([C:17]([O:19][C:20]([CH3:23])([CH3:22])[CH3:21])=[O:18])[NH:9][C:10]([O:12][C:13]([CH3:16])([CH3:15])[CH3:14])=[O:11].C1(P(C2C=CC=CC=2)C2C=CC=CC=2)C=CC=CC=1.N(/C(OC(C)(C)C)=O)=N\C(OC(C)(C)C)=O. The catalyst is C1COCC1.O. The product is [O:1]1[CH2:5][CH2:4][CH2:3][C@@H:2]1[CH2:6][N:8]([C:17]([O:19][C:20]([CH3:23])([CH3:22])[CH3:21])=[O:18])[NH:9][C:10]([O:12][C:13]([CH3:14])([CH3:15])[CH3:16])=[O:11]. The yield is 0.820. (3) The yield is 0.870. The reactants are C[O:2][C:3]1[CH:4]=[CH:5][C:6]2[C:10]([C:11]3[CH:12]=[N:13][CH:14]=[CH:15][CH:16]=3)=[CH:9][S:8][C:7]=2[CH:17]=1.[OH-].[Na+].C(=O)(O)[O-].[Na+]. The product is [N:13]1[CH:14]=[CH:15][CH:16]=[C:11]([C:10]2[C:6]3[CH:5]=[CH:4][C:3]([OH:2])=[CH:17][C:7]=3[S:8][CH:9]=2)[CH:12]=1. The catalyst is Br. (4) The reactants are [C:1]1([N:7]2[C:11]([NH2:12])=[CH:10][C:9]([C:13]([F:16])([F:15])[F:14])=[N:8]2)[CH:6]=[CH:5][CH:4]=[CH:3][CH:2]=1.C([O-])([O-])=O.[K+].[K+].Cl[C:24]([O:26][C:27]1[CH:32]=[CH:31][CH:30]=[CH:29][CH:28]=1)=[O:25]. The catalyst is C1COCC1. The product is [C:1]1([N:7]2[C:11]([NH:12][C:24](=[O:25])[O:26][C:27]3[CH:32]=[CH:31][CH:30]=[CH:29][CH:28]=3)=[CH:10][C:9]([C:13]([F:15])([F:16])[F:14])=[N:8]2)[CH:2]=[CH:3][CH:4]=[CH:5][CH:6]=1. The yield is 0.990. (5) The reactants are [OH-].[Li+].[Cl:3][C:4]1[N:5]=[CH:6][C:7]2[C:12]([C:13]([O:15]C)=[O:14])=[C:11]([CH3:17])[N:10]([C@@H:18]([C:20]3[CH:25]=[CH:24][CH:23]=[CH:22][CH:21]=3)[CH3:19])[C:8]=2[N:9]=1. The catalyst is O.O1CCCC1.CO. The product is [Cl:3][C:4]1[N:5]=[CH:6][C:7]2[C:12]([C:13]([OH:15])=[O:14])=[C:11]([CH3:17])[N:10]([C@@H:18]([C:20]3[CH:25]=[CH:24][CH:23]=[CH:22][CH:21]=3)[CH3:19])[C:8]=2[N:9]=1. The yield is 0.750.